This data is from Forward reaction prediction with 1.9M reactions from USPTO patents (1976-2016). The task is: Predict the product of the given reaction. The product is: [F:26][C:25]1[CH:24]=[CH:23][C:22]([N+:27]([O-:29])=[O:28])=[CH:21][C:20]=1[C:11]#[C:10][CH2:9][NH:8][C:1](=[O:2])[O:3][C:4]([CH3:5])([CH3:6])[CH3:7]. Given the reactants [C:1]([NH:8][CH2:9][C:10]#[CH:11])([O:3][C:4]([CH3:7])([CH3:6])[CH3:5])=[O:2].C(N(CC)CC)C.Br[C:20]1[CH:21]=[C:22]([N+:27]([O-:29])=[O:28])[CH:23]=[CH:24][C:25]=1[F:26], predict the reaction product.